From a dataset of Forward reaction prediction with 1.9M reactions from USPTO patents (1976-2016). Predict the product of the given reaction. (1) Given the reactants [NH2:1][C@@H]1CCN(C2N=C3C(N=CN3[C@@H]3C[C@H](N4N=NC(CC)=N4)[C@@H](O)[C@H]3O)=C(NCC(C3C=CC=CC=3)C3C=CC=CC=3)N=2)C1.[ClH:45].[C:46]1([CH:52]([C:94]2[CH:99]=[CH:98][CH:97]=[CH:96][CH:95]=2)[CH2:53][NH:54][C:55]2[N:63]=[C:62]([N:64]3[CH2:68][CH2:67][C@@H:66]([NH:69][C:70]([NH:72][CH2:73][C:74]4[CH:79]=[CH:78]C=[CH:76][N:75]=4)=[O:71])[CH2:65]3)[N:61]=[C:60]3[C:56]=2[N:57]=[CH:58][N:59]3[C@@H:80]2[CH2:84][C@H:83]([N:85]3[N:89]=[N:88][C:87]([CH2:90][CH3:91])=[N:86]3)[C@@H:82]([OH:92])[C@H:81]2[OH:93])[CH:51]=[CH:50][CH:49]=[CH:48][CH:47]=1.N1C=CC(CN)=NC=1, predict the reaction product. The product is: [ClH:45].[C:94]1([CH:52]([C:46]2[CH:47]=[CH:48][CH:49]=[CH:50][CH:51]=2)[CH2:53][NH:54][C:55]2[N:63]=[C:62]([N:64]3[CH2:68][CH2:67][C@@H:66]([NH:69][C:70]([NH:72][CH2:73][C:74]4[CH:79]=[CH:78][N:1]=[CH:76][N:75]=4)=[O:71])[CH2:65]3)[N:61]=[C:60]3[C:56]=2[N:57]=[CH:58][N:59]3[C@@H:80]2[CH2:84][C@H:83]([N:85]3[N:89]=[N:88][C:87]([CH2:90][CH3:91])=[N:86]3)[C@@H:82]([OH:92])[C@H:81]2[OH:93])[CH:95]=[CH:96][CH:97]=[CH:98][CH:99]=1. (2) Given the reactants [Cl:1][C:2]1[CH:7]=[CH:6][CH:5]=[C:4]([Cl:8])[C:3]=1[CH2:9][CH2:10][C:11]1[C:15]([CH2:16][O:17][C:18]2[CH:23]=[CH:22][C:21]([C:24]3[CH:25]=[C:26]4[C:31](=[CH:32][CH:33]=3)[C:30]([C:34]([O:36]CC)=[O:35])=[CH:29][CH:28]=[CH:27]4)=[CH:20][CH:19]=2)=[C:14]([CH:39]([CH3:41])[CH3:40])[O:13][N:12]=1.C(O)C.[OH-].[Na+], predict the reaction product. The product is: [Cl:1][C:2]1[CH:7]=[CH:6][CH:5]=[C:4]([Cl:8])[C:3]=1[CH2:9][CH2:10][C:11]1[C:15]([CH2:16][O:17][C:18]2[CH:19]=[CH:20][C:21]([C:24]3[CH:25]=[C:26]4[C:31](=[CH:32][CH:33]=3)[C:30]([C:34]([OH:36])=[O:35])=[CH:29][CH:28]=[CH:27]4)=[CH:22][CH:23]=2)=[C:14]([CH:39]([CH3:41])[CH3:40])[O:13][N:12]=1. (3) Given the reactants [N+:1]([C:4]1[CH:12]=[C:11]2[C:7]([CH:8]=[C:9]([C:13]([O:15][CH3:16])=[O:14])[NH:10]2)=[CH:6][CH:5]=1)([O-])=O.[NH4+].[Cl-], predict the reaction product. The product is: [NH2:1][C:4]1[CH:12]=[C:11]2[C:7]([CH:8]=[C:9]([C:13]([O:15][CH3:16])=[O:14])[NH:10]2)=[CH:6][CH:5]=1. (4) Given the reactants C(N(C(C)C)CC)(C)C.Cl.[NH2:11][CH2:12][C@@H:13]([C:36](OC)=[O:37])[NH:14][C:15](=[O:35])[C:16]1[C:21]([Cl:22])=[CH:20][C:19]([C:23]([NH:25][CH2:26][C:27]2[CH:32]=[CH:31][CH:30]=[C:29]([OH:33])[CH:28]=2)=[O:24])=[CH:18][C:17]=1[Cl:34].[Cl:40][C:41]1[CH:42]=[C:43]([CH:47]=[CH:48][CH:49]=1)[C:44](O)=[O:45].CN(C([O:57]N1N=NC2C=CC=CC1=2)=[N+](C)C)C.F[P-](F)(F)(F)(F)F.C1C=CC2N(O)N=NC=2C=1.O.[OH-].[Li+], predict the reaction product. The product is: [Cl:40][C:41]1[CH:42]=[C:43]([CH:47]=[CH:48][CH:49]=1)[C:44]([NH:11][CH2:12][C@@H:13]([C:36]([OH:57])=[O:37])[NH:14][C:15](=[O:35])[C:16]1[C:21]([Cl:22])=[CH:20][C:19]([C:23]([NH:25][CH2:26][C:27]2[CH:32]=[CH:31][CH:30]=[C:29]([OH:33])[CH:28]=2)=[O:24])=[CH:18][C:17]=1[Cl:34])=[O:45]. (5) Given the reactants CN(C(ON1N=NC2C=CC=NC1=2)=[N+](C)C)C.F[P-](F)(F)(F)(F)F.[Cl:25][C:26]1[CH:34]=[CH:33][C:29]([C:30](O)=[O:31])=[C:28]([NH:35][S:36]([C:39]2[C:40]3[N:41]=[CH:42][CH:43]=[N:44][C:45]=3[CH:46]=[CH:47][CH:48]=2)(=[O:38])=[O:37])[CH:27]=1.Cl.[F:50][C:51]1[CH:56]=[CH:55][C:54]([C@H:57]([NH2:59])[CH3:58])=[CH:53][CH:52]=1, predict the reaction product. The product is: [Cl:25][C:26]1[CH:34]=[CH:33][C:29]([C:30]([NH:59][C@@H:57]([C:54]2[CH:55]=[CH:56][C:51]([F:50])=[CH:52][CH:53]=2)[CH3:58])=[O:31])=[C:28]([NH:35][S:36]([C:39]2[C:40]3[N:41]=[CH:42][CH:43]=[N:44][C:45]=3[CH:46]=[CH:47][CH:48]=2)(=[O:37])=[O:38])[CH:27]=1. (6) Given the reactants [C:1]([N:8]1[CH2:13][CH2:12][NH:11][CH2:10][CH2:9]1)([O:3][C:4]([CH3:7])([CH3:6])[CH3:5])=[O:2].[F:14][C:15]([F:26])([F:25])[C:16]1[CH:24]=[CH:23][CH:22]=[CH:21][C:17]=1[C:18](Cl)=[O:19], predict the reaction product. The product is: [C:4]([O:3][C:1]([N:8]1[CH2:9][CH2:10][N:11]([C:18](=[O:19])[C:17]2[CH:21]=[CH:22][CH:23]=[CH:24][C:16]=2[C:15]([F:14])([F:25])[F:26])[CH2:12][CH2:13]1)=[O:2])([CH3:7])([CH3:6])[CH3:5]. (7) The product is: [N+:11]([C:8]1[CH:9]=[C:10]2[C:5]([CH2:4][CH2:3][NH:2][CH2:1]2)=[CH:6][CH:7]=1)([O-:13])=[O:12]. Given the reactants [CH2:1]1[C:10]2[C:5](=[CH:6][CH:7]=[CH:8][CH:9]=2)[CH2:4][CH2:3][NH:2]1.[N+:11]([O-])([O-:13])=[O:12].[K+], predict the reaction product.